Dataset: Peptide-MHC class II binding affinity with 134,281 pairs from IEDB. Task: Regression. Given a peptide amino acid sequence and an MHC pseudo amino acid sequence, predict their binding affinity value. This is MHC class II binding data. (1) The peptide sequence is KKDMQSEAQLALTIISL. The MHC is HLA-DQA10102-DQB10501 with pseudo-sequence HLA-DQA10102-DQB10501. The binding affinity (normalized) is 0.558. (2) The peptide sequence is AIVYYSMYGHIKKMA. The MHC is DRB4_0101 with pseudo-sequence DRB4_0103. The binding affinity (normalized) is 0.517. (3) The peptide sequence is DANNYEQQEQASQQI. The MHC is HLA-DQA10301-DQB10302 with pseudo-sequence HLA-DQA10301-DQB10302. The binding affinity (normalized) is 0.114.